From a dataset of CYP2D6 inhibition data for predicting drug metabolism from PubChem BioAssay. Regression/Classification. Given a drug SMILES string, predict its absorption, distribution, metabolism, or excretion properties. Task type varies by dataset: regression for continuous measurements (e.g., permeability, clearance, half-life) or binary classification for categorical outcomes (e.g., BBB penetration, CYP inhibition). Dataset: cyp2d6_veith. (1) The compound is COC(=O)c1cccc(C(=O)Oc2cccc(Br)c2)n1. The result is 0 (non-inhibitor). (2) The drug is Cc1cc(C)cc(N(C(=O)c2csnn2)C(C(=O)NC(C)(C)C)c2cccs2)c1. The result is 0 (non-inhibitor). (3) The compound is O=C(Nc1ccc(S(=O)(=O)N2CCCCC2)cc1)c1ccc(CN2CCc3ccccc3C2)cc1. The result is 1 (inhibitor). (4) The drug is C[C@@H](C(=O)Nc1ccc2ccccc2c1)[C@@H]1C[C@@]1(C)[C@@H](N)c1ccccc1. The result is 1 (inhibitor). (5) The drug is COc1ccc(C2=NOC(C(=O)NCCN3CCOCC3)C2)cc1. The result is 0 (non-inhibitor). (6) The compound is c1ccc(-c2cccc(N3CCCC4(CCNCC4)C3)c2)cc1. The result is 1 (inhibitor). (7) The drug is Cc1ccc(C)n1N1C(=O)/C(=C\c2ccc(Cl)cc2)SC1=S. The result is 0 (non-inhibitor). (8) The drug is O=Nc1c(-c2c(O)[nH]c3ccccc23)[nH]c2ccccc12. The result is 0 (non-inhibitor). (9) The molecule is O=C(NCc1ccc2c(c1)OCO2)c1cc(-c2ccc(Cl)cc2Cl)on1. The result is 0 (non-inhibitor).